This data is from Forward reaction prediction with 1.9M reactions from USPTO patents (1976-2016). The task is: Predict the product of the given reaction. Given the reactants [NH2:1][C:2]1[CH:17]=[CH:16][C:15]([OH:18])=[CH:14][C:3]=1[C:4]([NH:6][CH2:7][C:8](=[O:13])[NH:9][CH:10]([CH3:12])[CH3:11])=[O:5].[F:19][C:20]1[CH:30]=[CH:29][C:23]([C:24](=N)OCC)=[CH:22][C:21]=1[Cl:31], predict the reaction product. The product is: [Cl:31][C:21]1[CH:22]=[C:23]([C:24]2[N:6]([CH2:7][C:8]([NH:9][CH:10]([CH3:12])[CH3:11])=[O:13])[C:4](=[O:5])[C:3]3[C:2](=[CH:17][CH:16]=[C:15]([OH:18])[CH:14]=3)[N:1]=2)[CH:29]=[CH:30][C:20]=1[F:19].